Dataset: NCI-60 drug combinations with 297,098 pairs across 59 cell lines. Task: Regression. Given two drug SMILES strings and cell line genomic features, predict the synergy score measuring deviation from expected non-interaction effect. Drug 1: C1=CC(=CC=C1CCCC(=O)O)N(CCCl)CCCl. Cell line: MDA-MB-231. Synergy scores: CSS=20.7, Synergy_ZIP=-0.891, Synergy_Bliss=-1.62, Synergy_Loewe=-1.95, Synergy_HSA=-0.499. Drug 2: CC1=C(C=C(C=C1)NC(=O)C2=CC=C(C=C2)CN3CCN(CC3)C)NC4=NC=CC(=N4)C5=CN=CC=C5.